Dataset: Forward reaction prediction with 1.9M reactions from USPTO patents (1976-2016). Task: Predict the product of the given reaction. (1) Given the reactants [F:1][C:2]1[CH:7]=[CH:6][C:5]([N+:8]([O-])=O)=[CH:4][C:3]=1[NH:11][C:12]([N:14]=[S:15]([CH3:18])([CH3:17])=[O:16])=[O:13].NC1C=CC(NC(N=S(C)(C)=O)=O)=CC=1, predict the reaction product. The product is: [NH2:8][C:5]1[CH:6]=[CH:7][C:2]([F:1])=[C:3]([NH:11][C:12]([N:14]=[S:15]([CH3:17])([CH3:18])=[O:16])=[O:13])[CH:4]=1. (2) Given the reactants Cl.[CH:2]1([C:5]2[CH:6]=[C:7]([CH3:17])[C:8]([N:11]3[CH2:16][CH2:15][NH:14][CH2:13][CH2:12]3)=[N:9][CH:10]=2)[CH2:4][CH2:3]1.[OH-].[Na+], predict the reaction product. The product is: [CH:2]1([C:5]2[CH:6]=[C:7]([CH3:17])[C:8]([N:11]3[CH2:12][CH2:13][NH:14][CH2:15][CH2:16]3)=[N:9][CH:10]=2)[CH2:4][CH2:3]1. (3) Given the reactants N(C(OCC)=O)=NC(OCC)=O.[F:13][C:14]([F:33])([F:32])[O:15][C:16]1[CH:21]=[CH:20][C:19]([C:22]2([N:25]3[CH2:30][CH2:29][CH:28]([OH:31])[CH2:27][CH2:26]3)[CH2:24][CH2:23]2)=[CH:18][CH:17]=1.O[N:35]1[C:43](=[O:44])[C:42]2[C:37](=[CH:38][CH:39]=[CH:40][CH:41]=2)[C:36]1=[O:45].C1(P(C2C=CC=CC=2)C2C=CC=CC=2)C=CC=CC=1, predict the reaction product. The product is: [F:33][C:14]([F:13])([F:32])[O:15][C:16]1[CH:21]=[CH:20][C:19]([C:22]2([N:25]3[CH2:26][CH2:27][CH:28]([O:31][N:35]4[C:43](=[O:44])[C:42]5[C:37](=[CH:38][CH:39]=[CH:40][CH:41]=5)[C:36]4=[O:45])[CH2:29][CH2:30]3)[CH2:23][CH2:24]2)=[CH:18][CH:17]=1. (4) Given the reactants Cl[C:2]1[CH:10]=[CH:9][C:5]([C:6]([NH2:8])=[O:7])=[CH:4][N:3]=1.[NH:11]1[CH2:16][CH2:15][CH:14]([OH:17])[CH2:13][CH2:12]1, predict the reaction product. The product is: [OH:17][CH:14]1[CH2:15][CH2:16][N:11]([C:2]2[CH:10]=[CH:9][C:5]([C:6]([NH2:8])=[O:7])=[CH:4][N:3]=2)[CH2:12][CH2:13]1.